Dataset: Full USPTO retrosynthesis dataset with 1.9M reactions from patents (1976-2016). Task: Predict the reactants needed to synthesize the given product. (1) Given the product [CH:7]1([CH2:6][CH:16]([NH:22][C:23]2[C:24]([S:42][CH3:43])=[N:25][N:26]3[C:31]([C:32]4[C:37]([CH3:38])=[CH:36][C:35]([CH3:39])=[CH:34][C:33]=4[O:40][CH3:41])=[CH:30][CH:29]=[CH:28][C:27]=23)[CH:15]([OH:17])[CH2:13][F:14])[CH2:2][CH2:12]1, predict the reactants needed to synthesize it. The reactants are: O.[C:2]1([CH3:12])[CH:7]=[CH:6]C(S(O)(=O)=O)=CC=1.[CH2:13]([CH:15]1[O:17][CH2:16]1)[F:14].C1(C[NH:22][C:23]2[C:24]([S:42][CH3:43])=[N:25][N:26]3[C:31]([C:32]4[C:37]([CH3:38])=[CH:36][C:35]([CH3:39])=[CH:34][C:33]=4[O:40][CH3:41])=[CH:30][CH:29]=[CH:28][C:27]=23)CC1. (2) Given the product [F:36][C:35]([F:38])([F:37])[C:31]([CH:32]=[CH2:33])=[CH:30][CH2:29][NH:28][C:26](=[O:27])[NH:25][C:23]1[S:24][C:20]([CH2:19][CH2:18][NH:17][C:14]2[C:15]3[S:16][C:8]([C:4]4[CH:3]=[C:2]([O:1][P:47](=[O:64])([O:48][C:49]([CH3:50])([CH3:51])[CH3:52])[O:53][C:54]([CH3:55])([CH3:56])[CH3:57])[CH:7]=[CH:6][CH:5]=4)=[CH:9][C:10]=3[N:11]=[CH:12][N:13]=2)=[CH:21][N:22]=1, predict the reactants needed to synthesize it. The reactants are: [OH:1][C:2]1[CH:3]=[C:4]([C:8]2[S:16][C:15]3[C:14]([NH:17][CH2:18][CH2:19][C:20]4[S:24][C:23]([NH:25][C:26]([NH:28][C:29]5C=[CH:33][CH:32]=[C:31]([C:35]([F:38])([F:37])[F:36])[CH:30]=5)=[O:27])=[N:22][CH:21]=4)=[N:13][CH:12]=[N:11][C:10]=3[CH:9]=2)[CH:5]=[CH:6][CH:7]=1.N1C=NN=N1.C(N(CC)[P:47]([O:53][C:54]([CH3:57])([CH3:56])[CH3:55])[O:48][C:49]([CH3:52])([CH3:51])[CH3:50])C.C([O:64]O)(C)(C)C.OS([O-])=O.[Na+]. (3) The reactants are: [CH2:1]([O:3][C:4]([C@H:6]1[CH2:11][CH2:10][C@H:9]([OH:12])[CH2:8][CH2:7]1)=[O:5])[CH3:2].N1C=CN=C1.[CH3:18][Si:19](Cl)([CH3:21])[CH3:20]. Given the product [CH2:1]([O:3][C:4]([C@H:6]1[CH2:11][CH2:10][C@H:9]([O:12][Si:19]([CH3:21])([CH3:20])[CH3:18])[CH2:8][CH2:7]1)=[O:5])[CH3:2], predict the reactants needed to synthesize it. (4) Given the product [CH3:1][C:2]1[CH:3]=[CH:4][CH:5]=[C:6]2[C:11]=1[C:10](=[O:12])[N:9]([C:13]1[CH:18]=[CH:17][CH:16]=[CH:15][C:14]=1[CH3:19])[C:8]([CH2:20][N:21]([CH3:22])[C:24]1[N:32]=[CH:31][N:30]=[C:29]3[C:25]=1[N:26]=[CH:27][N:28]3[CH:33]1[CH2:38][CH2:37][CH2:36][CH2:35][O:34]1)=[CH:7]2, predict the reactants needed to synthesize it. The reactants are: [CH3:1][C:2]1[CH:3]=[CH:4][CH:5]=[C:6]2[C:11]=1[C:10](=[O:12])[N:9]([C:13]1[CH:18]=[CH:17][CH:16]=[CH:15][C:14]=1[CH3:19])[C:8]([CH2:20][NH:21][CH3:22])=[CH:7]2.Cl[C:24]1[N:32]=[CH:31][N:30]=[C:29]2[C:25]=1[N:26]=[CH:27][N:28]2[CH:33]1[CH2:38][CH2:37][CH2:36][CH2:35][O:34]1. (5) Given the product [Cl:1][C:2]1[CH:7]=[CH:6][C:5]([NH2:8])=[C:4]([CH3:15])[C:3]=1[C:16]([F:17])([F:18])[F:19], predict the reactants needed to synthesize it. The reactants are: [Cl:1][C:2]1[CH:7]=[CH:6][C:5]([NH:8]C(=O)C(C)(C)C)=[C:4]([CH3:15])[C:3]=1[C:16]([F:19])([F:18])[F:17].Cl. (6) Given the product [OH:2][CH:1]([CH:3]1[CH2:8][CH2:7][N:6]([C:9]([O:11][CH2:12][C:13]2[CH:14]=[CH:15][CH:16]=[CH:17][CH:18]=2)=[O:10])[CH2:5][CH2:4]1)[CH2:22][CH2:21][CH:20]=[CH2:19], predict the reactants needed to synthesize it. The reactants are: [CH:1]([CH:3]1[CH2:8][CH2:7][N:6]([C:9]([O:11][CH2:12][C:13]2[CH:18]=[CH:17][CH:16]=[CH:15][CH:14]=2)=[O:10])[CH2:5][CH2:4]1)=[O:2].[CH2:19]([Mg]Br)[CH2:20][CH:21]=[CH2:22]. (7) The reactants are: [NH2:1][C:2]1[C:3]([O:10][C:11]2[CH:16]=[CH:15][CH:14]=[CH:13][C:12]=2[C:17]([CH3:20])([CH3:19])[CH3:18])=[N:4][CH:5]=[C:6]([CH:9]=1)[C:7]#[N:8].[Cu][C:22]#[N:23].[O:24]1[CH2:29]COCC1. Given the product [C:17]([C:12]1[CH:13]=[CH:14][CH:15]=[CH:16][C:11]=1[O:10][C:3]1[C:2]([NH:1][C:29]([NH:23][C:22]2[CH:14]=[CH:13][C:12]([C:17]([CH3:20])([CH3:19])[CH3:18])=[CH:11][CH:16]=2)=[O:24])=[CH:9][C:6]([C:7]#[N:8])=[CH:5][N:4]=1)([CH3:20])([CH3:19])[CH3:18], predict the reactants needed to synthesize it.